This data is from Reaction yield outcomes from USPTO patents with 853,638 reactions. The task is: Predict the reaction yield, written as a fraction of the theoretical maximum amount of product (1.0 means a 100% yield; for example, 0.34 means a 34% yield). The reactants are [C:1]([C:9]1[CH:14]=[CH:13][CH:12]=[CH:11][C:10]=1[S:15][CH2:16][C:17]([CH2:24][CH3:25])([CH2:20][CH2:21][CH2:22][CH3:23])[CH:18]=O)(=O)[C:2]1[CH:7]=[CH:6][CH:5]=[CH:4][CH:3]=1. The catalyst is COCCOC.[Cl-].[Na+].O.[Zn]. The product is [CH2:20]([C:17]1([CH2:24][CH3:25])[CH:18]=[C:1]([C:2]2[CH:7]=[CH:6][CH:5]=[CH:4][CH:3]=2)[C:9]2[CH:14]=[CH:13][CH:12]=[CH:11][C:10]=2[S:15][CH2:16]1)[CH2:21][CH2:22][CH3:23]. The yield is 0.430.